Dataset: Catalyst prediction with 721,799 reactions and 888 catalyst types from USPTO. Task: Predict which catalyst facilitates the given reaction. Reactant: C(OC([N:11]1[CH2:17][CH2:16][CH2:15][CH:14]([NH:18][C:19](=[O:35])[C@@H:20]([NH:27][C:28]([C:30]2[O:31][CH:32]=[CH:33][CH:34]=2)=[O:29])[CH2:21][CH:22]2[CH2:26][CH2:25][CH2:24][CH2:23]2)[CH:13]([OH:36])[CH2:12]1)=O)C1C=CC=CC=1.C[Si](I)(C)C. Product: [CH:22]1([CH2:21][C@H:20]([NH:27][C:28]([C:30]2[O:31][CH:32]=[CH:33][CH:34]=2)=[O:29])[C:19](=[O:35])[NH:18][CH:14]2[CH2:15][CH2:16][CH2:17][NH:11][CH2:12][CH:13]2[OH:36])[CH2:26][CH2:25][CH2:24][CH2:23]1. The catalyst class is: 2.